From a dataset of Forward reaction prediction with 1.9M reactions from USPTO patents (1976-2016). Predict the product of the given reaction. Given the reactants [OH:1][C:2]1[C:3]([CH3:11])=[C:4]([C:8](=[O:10])[CH3:9])[CH:5]=[CH:6][CH:7]=1.[CH2:12](O)[CH2:13][OH:14].C(OCC)(=O)C, predict the reaction product. The product is: [CH3:11][C:3]1[C:4]([C:8]2([CH3:9])[O:14][CH2:13][CH2:12][O:10]2)=[CH:5][CH:6]=[CH:7][C:2]=1[OH:1].